From a dataset of Forward reaction prediction with 1.9M reactions from USPTO patents (1976-2016). Predict the product of the given reaction. (1) Given the reactants Br[C:2]1[CH:7]=[CH:6][CH:5]=[C:4]([O:8][CH2:9][O:10][CH3:11])[CH:3]=1.BrC1C=C(O)C=CC=1.C([Li])CCC.CCCCCC.[C:31]([O:35][C:36]([NH:38][CH2:39][CH2:40][C:41](O)=[O:42])=[O:37])([CH3:34])([CH3:33])[CH3:32].Cl.CNOC.[Cl-].[NH4+], predict the reaction product. The product is: [CH3:11][O:10][CH2:9][O:8][C:4]1[CH:3]=[C:2]([C:41](=[O:42])[CH2:40][CH2:39][NH:38][C:36](=[O:37])[O:35][C:31]([CH3:32])([CH3:33])[CH3:34])[CH:7]=[CH:6][CH:5]=1. (2) Given the reactants [Al](C)(C)C.C(O[C:8]([C:10]1[C:15]([NH:16][C:17]2[CH:18]=[N:19][CH:20]=[N:21][CH:22]=2)=[CH:14][CH:13]=[C:12]([CH2:23][CH3:24])[N:11]=1)=[O:9])C.[NH2:25][C:26]1[S:27][CH:28]=[C:29]([CH3:31])[N:30]=1, predict the reaction product. The product is: [CH3:31][C:29]1[N:30]=[C:26]([NH:25][C:8]([C:10]2[C:15]([NH:16][C:17]3[CH:22]=[N:21][CH:20]=[N:19][CH:18]=3)=[CH:14][CH:13]=[C:12]([CH2:23][CH3:24])[N:11]=2)=[O:9])[S:27][CH:28]=1.